Dataset: Full USPTO retrosynthesis dataset with 1.9M reactions from patents (1976-2016). Task: Predict the reactants needed to synthesize the given product. (1) Given the product [CH3:14][C:15]1[CH:21]=[CH:20][CH:19]=[C:18]([CH3:22])[C:16]=1[NH:17][C:2]1[CH:7]=[CH:6][CH:5]=[CH:4][C:3]=1[C:8]1([CH3:13])[O:12][CH2:11][CH2:10][O:9]1, predict the reactants needed to synthesize it. The reactants are: Br[C:2]1[CH:7]=[CH:6][CH:5]=[CH:4][C:3]=1[C:8]1([CH3:13])[O:12][CH2:11][CH2:10][O:9]1.[CH3:14][C:15]1[CH:21]=[CH:20][CH:19]=[C:18]([CH3:22])[C:16]=1[NH2:17].CC([O-])(C)C.[Na+]. (2) Given the product [ClH:1].[ClH:36].[Cl:1][C:2]1[CH:3]=[C:4]([C:8]2[CH:9]=[CH:10][C:11]([CH:14]([C:29]3([OH:35])[CH2:30][CH2:31][CH2:32][CH2:33][CH2:34]3)[CH2:15][N:16]3[CH2:17][CH2:18][NH:19][CH2:20][CH2:21]3)=[CH:12][CH:13]=2)[CH:5]=[CH:6][CH:7]=1, predict the reactants needed to synthesize it. The reactants are: [Cl:1][C:2]1[CH:3]=[C:4]([C:8]2[CH:13]=[CH:12][C:11]([CH:14]([C:29]3([OH:35])[CH2:34][CH2:33][CH2:32][CH2:31][CH2:30]3)[CH2:15][N:16]3[CH2:21][CH2:20][N:19](C(OC(C)(C)C)=O)[CH2:18][CH2:17]3)=[CH:10][CH:9]=2)[CH:5]=[CH:6][CH:7]=1.[ClH:36]. (3) Given the product [C:1]([O:5][C:6]([N:8]1[CH2:17][CH2:16][C:15]2[C:10](=[CH:11][CH:12]=[C:13]([C:18](=[O:19])[NH:34][C:31]3[NH:30][C:29]4[CH:28]=[CH:27][CH:26]=[C:25]([C:23]([O:22][CH3:21])=[O:24])[C:33]=4[N:32]=3)[CH:14]=2)[CH2:9]1)=[O:7])([CH3:4])([CH3:2])[CH3:3], predict the reactants needed to synthesize it. The reactants are: [C:1]([O:5][C:6]([N:8]1[CH2:17][CH2:16][C:15]2[C:10](=[CH:11][CH:12]=[C:13]([C:18](O)=[O:19])[CH:14]=2)[CH2:9]1)=[O:7])([CH3:4])([CH3:3])[CH3:2].[CH3:21][O:22][C:23]([C:25]1[C:33]2[N:32]=[C:31]([NH2:34])[NH:30][C:29]=2[CH:28]=[CH:27][CH:26]=1)=[O:24].CN(C(ON1N=NC2C=CC=CC1=2)=[N+](C)C)C.F[P-](F)(F)(F)(F)F.CCN(C(C)C)C(C)C. (4) Given the product [NH4+:7].[OH-:10].[F:39][C:23]([F:22])([F:38])[C:24]([N:26]1[CH2:31][CH2:30][NH:29][CH:28]([CH2:32][N:33]2[CH2:34][CH2:35][CH2:36][CH2:37]2)[CH2:27]1)=[O:25], predict the reactants needed to synthesize it. The reactants are: C1C=CC2N([OH:10])N=[N:7]C=2C=1.CCN=C=NCCCN(C)C.[F:22][C:23]([F:39])([F:38])[C:24]([N:26]1[CH2:31][CH2:30][NH:29][CH:28]([CH2:32][N:33]2[CH2:37][CH2:36][CH2:35][CH2:34]2)[CH2:27]1)=[O:25].CCN(C(C)C)C(C)C. (5) Given the product [N:13]1[C:12]2[NH:11][CH2:10][CH2:9][CH2:8][C:7]=2[CH:6]=[CH:5][C:4]=1[CH2:3][CH2:2][C:14]#[N:15], predict the reactants needed to synthesize it. The reactants are: Cl[CH2:2][CH2:3][C:4]1[N:13]=[C:12]2[C:7]([CH2:8][CH2:9][CH2:10][NH:11]2)=[CH:6][CH:5]=1.[C-:14]#[N:15].[Na+].